The task is: Regression. Given two drug SMILES strings and cell line genomic features, predict the synergy score measuring deviation from expected non-interaction effect.. This data is from NCI-60 drug combinations with 297,098 pairs across 59 cell lines. (1) Drug 1: COC1=C(C=C2C(=C1)N=CN=C2NC3=CC(=C(C=C3)F)Cl)OCCCN4CCOCC4. Drug 2: CN(CC1=CN=C2C(=N1)C(=NC(=N2)N)N)C3=CC=C(C=C3)C(=O)NC(CCC(=O)O)C(=O)O. Cell line: NCI-H226. Synergy scores: CSS=23.7, Synergy_ZIP=1.26, Synergy_Bliss=8.47, Synergy_Loewe=6.61, Synergy_HSA=8.74. (2) Drug 1: CN(C)N=NC1=C(NC=N1)C(=O)N. Drug 2: CCC1=C2CN3C(=CC4=C(C3=O)COC(=O)C4(CC)O)C2=NC5=C1C=C(C=C5)O. Cell line: OVCAR-4. Synergy scores: CSS=6.26, Synergy_ZIP=-1.11, Synergy_Bliss=1.73, Synergy_Loewe=-6.73, Synergy_HSA=0.935.